From a dataset of Full USPTO retrosynthesis dataset with 1.9M reactions from patents (1976-2016). Predict the reactants needed to synthesize the given product. (1) Given the product [F:12][C:13]1[CH:21]=[C:20]2[C:16]([C:17]([C:2]3[CH:3]=[C:4]4[N:10]=[C:9]([CH3:11])[O:8][C:5]4=[N:6][CH:7]=3)=[CH:18][N:19]2[C:22]([O:24][C:25]([CH3:28])([CH3:27])[CH3:26])=[O:23])=[CH:15][CH:14]=1, predict the reactants needed to synthesize it. The reactants are: Br[C:2]1[CH:3]=[C:4]2[N:10]=[C:9]([CH3:11])[O:8][C:5]2=[N:6][CH:7]=1.[F:12][C:13]1[CH:21]=[C:20]2[C:16]([C:17](B3OC(C)(C)C(C)(C)O3)=[CH:18][N:19]2[C:22]([O:24][C:25]([CH3:28])([CH3:27])[CH3:26])=[O:23])=[CH:15][CH:14]=1. (2) Given the product [CH3:34][C:35]1[CH:40]=[C:39]([CH3:41])[CH:38]=[C:37]([CH3:42])[C:36]=1[NH:43][C:44]([NH:46][C:47]1[C:48]([C:57]([NH:61][CH2:62][CH2:63][C:64]([O:66][CH3:67])=[O:65])=[O:58])=[CH:49][C:50]2[C:55]([CH:56]=1)=[CH:54][CH:53]=[CH:52][CH:51]=2)=[O:45], predict the reactants needed to synthesize it. The reactants are: CN(C(ON1N=NC2C=CC=NC1=2)=[N+](C)C)C.F[P-](F)(F)(F)(F)F.C(N(CC)C(C)C)(C)C.[CH3:34][C:35]1[CH:40]=[C:39]([CH3:41])[CH:38]=[C:37]([CH3:42])[C:36]=1[NH:43][C:44]([NH:46][C:47]1[C:48]([C:57](O)=[O:58])=[CH:49][C:50]2[C:55]([CH:56]=1)=[CH:54][CH:53]=[CH:52][CH:51]=2)=[O:45].Cl.[NH2:61][CH2:62][CH2:63][C:64]([O:66][CH3:67])=[O:65].C([O-])(O)=O.[Na+]. (3) Given the product [OH:1][C:2]([C:5]1[N:6]=[C:7]([CH2:13][CH2:14][CH3:15])[NH:8][C:9]=1[C:10]([O:12][CH2:20][CH3:21])=[O:11])([CH3:4])[CH3:3], predict the reactants needed to synthesize it. The reactants are: [OH:1][C:2]([C:5]1[N:6]=[C:7]([CH2:13][CH2:14][CH3:15])[NH:8][C:9]=1[C:10]([OH:12])=[O:11])([CH3:4])[CH3:3].S(Cl)(Cl)=O.[CH2:20](O)[CH3:21]. (4) Given the product [NH2:13][CH2:2][C:3]1[CH:4]=[C:5]([CH:8]=[C:9]([F:11])[CH:10]=1)[C:6]#[N:7], predict the reactants needed to synthesize it. The reactants are: Br[CH2:2][C:3]1[CH:4]=[C:5]([CH:8]=[C:9]([F:11])[CH:10]=1)[C:6]#[N:7].[OH-].[NH4+:13]. (5) Given the product [C:9]([O:13][C:14]([N:16]1[CH2:17][CH2:18][N:19]([C:22](=[O:32])[C:23]2[CH:28]=[CH:27][CH:26]=[CH:25][C:24]=2[C:29]([O:31][CH3:1])=[O:30])[CH2:20][CH2:21]1)=[O:15])([CH3:12])([CH3:10])[CH3:11], predict the reactants needed to synthesize it. The reactants are: [C:1]([O-])([O-])=O.[K+].[K+].CI.[C:9]([O:13][C:14]([N:16]1[CH2:21][CH2:20][N:19]([C:22](=[O:32])[C:23]2[CH:28]=[CH:27][CH:26]=[CH:25][C:24]=2[C:29]([OH:31])=[O:30])[CH2:18][CH2:17]1)=[O:15])([CH3:12])([CH3:11])[CH3:10]. (6) Given the product [Br:1][C:2]1[C:7]([O:8][CH3:9])=[CH:6][C:5]([C:10]2[O:11][C:12]([C:31](=[O:32])[CH:30]([C:27]3[CH:28]=[CH:29][C:24]([C:22]4[O:23][C:19]([CH2:17][CH3:18])=[N:20][N:21]=4)=[CH:25][CH:26]=3)[O:37][CH3:38])=[CH:13][CH:14]=2)=[CH:4][C:3]=1[O:15][CH3:16], predict the reactants needed to synthesize it. The reactants are: [Br:1][C:2]1[C:7]([O:8][CH3:9])=[CH:6][C:5]([C:10]2[O:11][CH:12]=[CH:13][CH:14]=2)=[CH:4][C:3]=1[O:15][CH3:16].[CH2:17]([C:19]1[O:23][C:22]([C:24]2[CH:29]=[CH:28][C:27]([CH:30]([O:37][CH3:38])[C:31](N(OC)C)=[O:32])=[CH:26][CH:25]=2)=[N:21][N:20]=1)[CH3:18]. (7) Given the product [Cl:16][C:3]1[CH:4]=[C:5]([NH:9][C:10]2[N:14]=[C:13]([NH2:15])[NH:12][N:11]=2)[CH:6]=[C:7]([F:8])[C:2]=1[C:26]1[CH:25]=[CH:24][C:23]([S:20]([CH:17]([CH3:19])[CH3:18])(=[O:22])=[O:21])=[CH:28][CH:27]=1, predict the reactants needed to synthesize it. The reactants are: Br[C:2]1[C:7]([F:8])=[CH:6][C:5]([NH:9][C:10]2[N:14]=[C:13]([NH2:15])[NH:12][N:11]=2)=[CH:4][C:3]=1[Cl:16].[CH:17]([S:20]([C:23]1[CH:28]=[CH:27][C:26](B(O)O)=[CH:25][CH:24]=1)(=[O:22])=[O:21])([CH3:19])[CH3:18].C(=O)([O-])[O-].[Na+].[Na+].O. (8) Given the product [C:32]([O:31][C:29]([C@@H:27]([NH:26][C@@H:10]([CH2:11][C:12]1[CH:13]=[CH:14][C:15]([C:18]2[CH:23]=[C:22]([Cl:24])[CH:21]=[CH:20][C:19]=2[Cl:25])=[CH:16][CH:17]=1)[C:9]([OH:36])=[O:8])[CH3:28])=[O:30])([CH3:33])([CH3:34])[CH3:35], predict the reactants needed to synthesize it. The reactants are: C([O:8][C:9](=[O:36])[C@@H:10]([NH:26][C@H:27]([C:29]([O:31][C:32]([CH3:35])([CH3:34])[CH3:33])=[O:30])[CH3:28])[CH2:11][C:12]1[CH:17]=[CH:16][C:15]([C:18]2[CH:23]=[C:22]([Cl:24])[CH:21]=[CH:20][C:19]=2[Cl:25])=[CH:14][CH:13]=1)C1C=CC=CC=1.